This data is from Full USPTO retrosynthesis dataset with 1.9M reactions from patents (1976-2016). The task is: Predict the reactants needed to synthesize the given product. (1) Given the product [NH2:1][C:2]1[C:11]2[N:12]=[C:13]([CH2:20][O:21][CH2:22][CH3:23])[N:14]([CH2:15][C:16]([OH:18])([CH3:19])[CH3:17])[C:10]=2[C:9]2[CH:8]=[CH:7][C:6]([C:38]3[CH:39]=[C:34]([CH:35]=[CH:36][CH:37]=3)[CH2:33][NH:32][C:30](=[O:31])[O:29][C:25]([CH3:27])([CH3:28])[CH3:26])=[CH:5][C:4]=2[N:3]=1, predict the reactants needed to synthesize it. The reactants are: [NH2:1][C:2]1[C:11]2[N:12]=[C:13]([CH2:20][O:21][CH2:22][CH3:23])[N:14]([CH2:15][C:16]([CH3:19])([OH:18])[CH3:17])[C:10]=2[C:9]2[CH:8]=[CH:7][C:6](Br)=[CH:5][C:4]=2[N:3]=1.[C:25]([O:29][C:30]([NH:32][CH2:33][C:34]1[CH:35]=[C:36](B(O)O)[CH:37]=[CH:38][CH:39]=1)=[O:31])([CH3:28])([CH3:27])[CH3:26]. (2) Given the product [Cl:4][C:5]1[CH:37]=[CH:36][CH:35]=[C:34]([Cl:38])[C:6]=1[C:7]([NH:9][C@H:10]([C:30]([OH:32])=[O:31])[CH2:11][C:12]1[CH:17]=[CH:16][C:15]([O:18][CH2:19][CH2:20][CH2:21][C:22]2[CH:27]=[CH:26][CH:25]=[C:24]([NH:28][CH3:29])[N:23]=2)=[CH:14][CH:13]=1)=[O:8], predict the reactants needed to synthesize it. The reactants are: [Li+].[OH-].O.[Cl:4][C:5]1[CH:37]=[CH:36][CH:35]=[C:34]([Cl:38])[C:6]=1[C:7]([NH:9][C@H:10]([C:30]([O:32]C)=[O:31])[CH2:11][C:12]1[CH:17]=[CH:16][C:15]([O:18][CH2:19][CH2:20][CH2:21][C:22]2[CH:27]=[CH:26][CH:25]=[C:24]([NH:28][CH3:29])[N:23]=2)=[CH:14][CH:13]=1)=[O:8]. (3) Given the product [N:29]1[CH:30]=[CH:31][CH:32]=[CH:33][C:28]=1[CH2:27][CH2:26][O:25][C:20]1[CH:19]=[CH:18][C:17]2[C:22](=[CH:23][CH:24]=[C:15]([C:9]3[C:8]4[C:12](=[CH:13][CH:14]=[C:6]([C:4]5[NH:34][N:35]=[C:36]([CH2:37][N:38]6[CH2:42][CH2:41][CH2:40][CH2:39]6)[N:5]=5)[CH:7]=4)[NH:11][N:10]=3)[CH:16]=2)[CH:21]=1, predict the reactants needed to synthesize it. The reactants are: C(O[C:4]([C:6]1[CH:7]=[C:8]2[C:12](=[CH:13][CH:14]=1)[NH:11][N:10]=[C:9]2[C:15]1[CH:24]=[CH:23][C:22]2[C:17](=[CH:18][CH:19]=[C:20]([O:25][CH2:26][CH2:27][C:28]3[CH:33]=[CH:32][CH:31]=[CH:30][N:29]=3)[CH:21]=2)[CH:16]=1)=[NH:5])C.[NH2:34][NH:35][C:36](=O)[CH2:37][N:38]1[CH2:42][CH2:41][CH2:40][CH2:39]1. (4) Given the product [NH2:28][C:25]1[N:24]=[CH:23][C:22](/[CH:21]=[CH:20]/[C:19]([NH:18][CH2:17][CH:15]2[CH2:14][C:13]3[CH:30]=[C:9]([C:7]4[S:8][C:4]([C:1]([OH:3])([CH3:32])[CH3:2])=[CH:5][CH:6]=4)[CH:10]=[C:11]([Cl:31])[C:12]=3[O:16]2)=[O:29])=[CH:27][CH:26]=1, predict the reactants needed to synthesize it. The reactants are: [C:1]([C:4]1[S:8][C:7]([C:9]2[CH:10]=[C:11]([Cl:31])[C:12]3[O:16][CH:15]([CH2:17][NH:18][C:19](=[O:29])/[CH:20]=[CH:21]/[C:22]4[CH:23]=[N:24][C:25]([NH2:28])=[CH:26][CH:27]=4)[CH2:14][C:13]=3[CH:30]=2)=[CH:6][CH:5]=1)(=[O:3])[CH3:2].[CH3:32][Mg]Br. (5) Given the product [Cl:23][C:21]1[C:20]([O:24][CH:25]([CH3:26])[CH3:27])=[CH:19][C:18]([NH:28][N:29]=[CH:8][C:9](=[O:10])[C:11]([F:14])([F:13])[F:12])=[C:17]([F:16])[CH:22]=1, predict the reactants needed to synthesize it. The reactants are: C([O-])(=O)C.[Na+].O.Br[CH:8](Br)[C:9]([C:11]([F:14])([F:13])[F:12])=[O:10].[F:16][C:17]1[CH:22]=[C:21]([Cl:23])[C:20]([O:24][CH:25]([CH3:27])[CH3:26])=[CH:19][C:18]=1[NH:28][NH2:29]. (6) Given the product [CH3:1][O:2][C:3]1[CH:8]=[CH:7][C:6]([C:9]([C:36]2[CH:41]=[CH:40][C:39]([O:42][CH3:43])=[CH:38][CH:37]=2)([C:30]2[CH:35]=[CH:34][CH:33]=[CH:32][CH:31]=2)[NH:10][C:11]2[O:12][C@H:13]([C:26]([F:29])([F:28])[F:27])[CH2:14][C@:15]([C:18]3[CH:23]=[C:22]([C:49]4[CH:50]=[N:51][CH:52]=[C:47]([C:44]#[C:45][CH3:46])[CH:48]=4)[CH:21]=[CH:20][C:19]=3[F:25])([CH3:17])[N:16]=2)=[CH:5][CH:4]=1, predict the reactants needed to synthesize it. The reactants are: [CH3:1][O:2][C:3]1[CH:8]=[CH:7][C:6]([C:9]([C:36]2[CH:41]=[CH:40][C:39]([O:42][CH3:43])=[CH:38][CH:37]=2)([C:30]2[CH:35]=[CH:34][CH:33]=[CH:32][CH:31]=2)[NH:10][C:11]2[O:12][C@H:13]([C:26]([F:29])([F:28])[F:27])[CH2:14][C@:15]([C:18]3[CH:23]=[C:22](Br)[CH:21]=[CH:20][C:19]=3[F:25])([CH3:17])[N:16]=2)=[CH:5][CH:4]=1.[C:44]([C:47]1[CH:48]=[C:49](B(O)O)[CH:50]=[N:51][CH:52]=1)#[C:45][CH3:46]. (7) Given the product [Cl:1][C:2]1[CH:7]=[CH:6][C:5]([C:8]2[S:9][C:10]([C:17]([C:19]3[O:20][CH:21]=[CH:22][CH:23]=3)=[O:18])=[CH:11][C:12]=2[CH2:13][C:14]([O:16][C:35]([CH3:38])([CH3:37])[CH3:36])=[O:15])=[CH:4][CH:3]=1, predict the reactants needed to synthesize it. The reactants are: [Cl:1][C:2]1[CH:7]=[CH:6][C:5]([C:8]2[S:9][C:10]([C:17]([C:19]3[O:20][CH:21]=[CH:22][CH:23]=3)=[O:18])=[CH:11][C:12]=2[CH2:13][C:14]([OH:16])=[O:15])=[CH:4][CH:3]=1.C(Cl)(=O)C(Cl)=O.CN(C)C=O.[C:35](O)([CH3:38])([CH3:37])[CH3:36].